From a dataset of Forward reaction prediction with 1.9M reactions from USPTO patents (1976-2016). Predict the product of the given reaction. (1) Given the reactants [CH3:1][CH2:2][N:3]([C:6]([C:8]1([C:13]2[CH:14]=[CH:15][CH:16]=[CH:17][CH:18]=2)[CH:10]([CH2:11][NH2:12])[CH2:9]1)=[O:7])[CH2:4][CH3:5].[ClH:19].C(OCC)(=O)C, predict the reaction product. The product is: [CH3:5][CH2:4][N:3]([C:6]([C:8]1([C:13]2[CH:14]=[CH:15][CH:16]=[CH:17][CH:18]=2)[CH:10]([CH2:11][NH2:12])[CH2:9]1)=[O:7])[CH2:2][CH3:1].[ClH:19].[ClH:19]. (2) Given the reactants [CH2:1]([N:8]1[CH2:13][CH2:12][N:11]([C:14](=[O:36])[C@@H:15]([NH:23][CH2:24][C:25]2[CH:30]=[CH:29][C:28]([CH2:31][CH2:32][CH2:33][CH2:34][CH3:35])=[CH:27][CH:26]=2)[CH2:16][C:17]2[CH:22]=[CH:21][CH:20]=[CH:19][CH:18]=2)[CH2:10][CH2:9]1)[C:2]1[CH:7]=[CH:6][CH:5]=[CH:4][CH:3]=1.[F:37][C:38]([F:55])([F:54])[C:39]1[CH:40]=[C:41]([CH:47]=[C:48]([C:50]([F:53])([F:52])[F:51])[CH:49]=1)[CH2:42][CH2:43][C:44](O)=[O:45], predict the reaction product. The product is: [CH2:16]([C@H:15]([N:23]([CH2:24][C:25]1[CH:26]=[CH:27][C:28]([CH2:31][CH2:32][CH2:33][CH2:34][CH3:35])=[CH:29][CH:30]=1)[C:44](=[O:45])[CH2:43][CH2:42][C:41]1[CH:47]=[C:48]([C:50]([F:51])([F:52])[F:53])[CH:49]=[C:39]([C:38]([F:54])([F:55])[F:37])[CH:40]=1)[C:14]([N:11]1[CH2:10][CH2:9][N:8]([CH2:1][C:2]2[CH:7]=[CH:6][CH:5]=[CH:4][CH:3]=2)[CH2:13][CH2:12]1)=[O:36])[C:17]1[CH:22]=[CH:21][CH:20]=[CH:19][CH:18]=1. (3) The product is: [O:20]=[S:2]1(=[O:1])[CH2:6][CH2:5][CH2:4][N:3]1[CH:7]1[CH2:12][CH2:11][NH:10][CH2:9][CH2:8]1. Given the reactants [O:1]=[S:2]1(=[O:20])[CH2:6][CH2:5][CH2:4][N:3]1[CH:7]1[CH2:12][CH2:11][N:10](CC2C=CC=CC=2)[CH2:9][CH2:8]1, predict the reaction product.